From a dataset of NCI-60 drug combinations with 297,098 pairs across 59 cell lines. Regression. Given two drug SMILES strings and cell line genomic features, predict the synergy score measuring deviation from expected non-interaction effect. Drug 1: C1CN1C2=NC(=NC(=N2)N3CC3)N4CC4. Synergy scores: CSS=22.2, Synergy_ZIP=0.313, Synergy_Bliss=6.31, Synergy_Loewe=1.92, Synergy_HSA=3.41. Drug 2: CC(C)CN1C=NC2=C1C3=CC=CC=C3N=C2N. Cell line: BT-549.